Task: Predict the reaction yield, written as a fraction of the theoretical maximum amount of product (1.0 means a 100% yield; for example, 0.34 means a 34% yield).. Dataset: Reaction yield outcomes from USPTO patents with 853,638 reactions (1) The reactants are [CH2:1]([O:8][C:9]([N:11]1[CH2:16][CH2:15][CH:14]([C:17](=[O:26])[NH:18][C:19]2[CH:24]=[C:23](Cl)[N:22]=[CH:21][N:20]=2)[CH2:13][CH2:12]1)=[O:10])[C:2]1[CH:7]=[CH:6][CH:5]=[CH:4][CH:3]=1.[F:27][C:28]1[CH:33]=[CH:32][C:31](B(O)O)=[C:30]([O:37][CH3:38])[CH:29]=1.C1(P(C2C=CC=CC=2)C2C=CC=CC=2)C=CC=CC=1. The catalyst is C(=O)([O-])[O-].[Na+].[Na+].O1CCOCC1.C([O-])(=O)C.[Pd+2].C([O-])(=O)C. The product is [CH2:1]([O:8][C:9]([N:11]1[CH2:16][CH2:15][CH:14]([C:17](=[O:26])[NH:18][C:19]2[CH:24]=[C:23]([C:31]3[CH:32]=[CH:33][C:28]([F:27])=[CH:29][C:30]=3[O:37][CH3:38])[N:22]=[CH:21][N:20]=2)[CH2:13][CH2:12]1)=[O:10])[C:2]1[CH:7]=[CH:6][CH:5]=[CH:4][CH:3]=1. The yield is 0.530. (2) The reactants are Cl[C:2]1[C:7]([CH:8]=O)=[C:6]([Cl:10])[N:5]=[C:4]([S:11][CH3:12])[N:3]=1.CCN(CC)CC.[F:20][C:21]([F:30])([F:29])[C:22]1[CH:28]=[CH:27][C:25]([NH2:26])=[CH:24][CH:23]=1.F[C:32](F)(F)[CH2:33][O:34]P(CC(OC)=O)(=O)OCC(F)(F)F. The catalyst is C1COCC1.ClCCl. The product is [Cl:10][C:6]1[C:7]2[CH:8]=[CH:32][C:33](=[O:34])[N:26]([C:25]3[CH:27]=[CH:28][C:22]([C:21]([F:29])([F:30])[F:20])=[CH:23][CH:24]=3)[C:2]=2[N:3]=[C:4]([S:11][CH3:12])[N:5]=1. The yield is 0.700. (3) The yield is 0.850. The reactants are [CH3:1][O:2][C:3](=[O:16])[C:4]([NH:8][C:9]([O:11][C:12]([CH3:15])([CH3:14])[CH3:13])=[O:10])([CH3:7])[CH2:5][OH:6].CO[C:19](OC)([CH3:21])[CH3:20].B(F)(F)F.O(CC)CC. The catalyst is CC(C)=O. The product is [CH3:1][O:2][C:3]([C:4]1([CH3:7])[CH2:5][O:6][C:19]([CH3:21])([CH3:20])[N:8]1[C:9]([O:11][C:12]([CH3:15])([CH3:14])[CH3:13])=[O:10])=[O:16].